The task is: Binary Classification. Given a miRNA mature sequence and a target amino acid sequence, predict their likelihood of interaction.. This data is from Experimentally validated miRNA-target interactions with 360,000+ pairs, plus equal number of negative samples. (1) Result: 0 (no interaction). The protein sequence of the target gene is MPLSSPNAAATASDMDKNSGSNSSSASSGSSKGQQPPRSASAGPAGESKPKSDGKNSSGSKRYNRKRELSYPKNESFNNQSRRSSSQKSKTFNKMPPQRGGGSSKLFSSSFNGGRRDEVAEAQRAEFSPAQFSGPKKINLNHLLNFTFEPRGQTGHFEGSGHGSWGKRNKWGHKPFNKELFLQANCQFVVSEDQDYTAHFADPDTLVNWDFVEQVRICSHEVPSCPICLYPPTAAKITRCGHIFCWACILHYLSLSEKTWSKCPICYSSVHKKDLKSVVATESHQYVVGDTITMQLMKRE.... The miRNA is mmu-miR-184-3p with sequence UGGACGGAGAACUGAUAAGGGU. (2) The miRNA is mmu-miR-700-3p with sequence CACGCGGGAACCGAGUCCACC. The protein sequence of the target gene is MDMFPLTWVFLALYFSGHEVRSQQDPPCGGRLNSKDAGYITSPGYPQDYPSHQNCEWIVYAPEPNQKIVLNFNPHFEIEKHDCKYDFIEIRDGDSESADLLGKHCGNIAPPTIISSGSVLYIKFTSDYARQGAGFSLRYEIFKTGSEDCSKNFTSPNGTIESPGFPEKYPHNLDCTFTILAKPRMEIILQFLTFDLEHDPLQVGEGDCKYDWLDIWDGIPHVGPLIGKYCGTKTPSKLRSSTGILSLTFHTDMAVAKDGFSARYYLIHQEPPENFQCNVPLGMESGRIANEQISASSTFS.... Result: 1 (interaction). (3) The miRNA is hsa-miR-663b with sequence GGUGGCCCGGCCGUGCCUGAGG. The protein sequence of the target gene is MGALTFRDVAIEFSLEEWQCLDTEQQNLYRNVMLDNYRNLVFLGIAVSKPDLITCLEQEKEPWNLKTHDMVAKPPVICSHIAQDLWPEQGIKDYFQEVILRQYKKCRHENLLLRKGCKNVDEFKMHKKGYNRHNQCLTTSHSKIFQCDKYVKVFHKFSNSNRHKIRHTSKKPFKCKECGKLFCILSHLAQHKKIHTGEKSYKCEEYGKAFNESSNCTTHKRITEKKPYKCKECGKAFNWFSHFTTHKRIHTGEKPYQCEKCGKFFNQSTNLTTHKRIHTGEKPYKCEECGKAFNQSSNLT.... Result: 1 (interaction). (4) The miRNA is rno-miR-126a-5p with sequence CAUUAUUACUUUUGGUACGCG. The protein sequence of the target gene is MNPASAPPPLPPPGQQVIHVTQDLDTDLEALFNSVMNPKPSSWRKKILPESFFKEPDSGSHSRQSSTDSSGGHPGPRLAGGAQHVRSHSSPASLQLGTGAGAAGSPAQQHAHLRQQSYDVTDELPLPPGWEMTFTATGQRYFLNHIEKITTWQDPRKAMNQPLNHMNLHPAVSSTPVPQRSMAVSQPNLVMNHQHQQQMAPSTLSQQNHPTQNPPAGLMSMPNALTTQQQQQQKLRLQRIQMERERIRMRQEELMRQEAALCRQLPMEAETLAPVQAAVNPPTMTPDMRSITNNSSDPFL.... Result: 0 (no interaction). (5) The miRNA is hsa-miR-4524b-3p with sequence GAGACAGGUUCAUGCUGCUA. The protein sequence of the target gene is MTSPSSSPVFRLETLDGGQEDGSEADRGKLDFGSGLPPMESQFQGEDRKFAPQIRVNLNYRKGTGASQPDPNRFDRDRLFNAVSRGVPEDLAGLPEYLSKTSKYLTDSEYTEGSTGKTCLMKAVLNLKDGVNACILPLLQIDRDSGNPQPLVNAQCTDDYYRGHSALHIAIEKRSLQCVKLLVENGANVHARACGRFFQKGQGTCFYFGELPLSLAACTKQWDVVSYLLENPHQPASLQATDSQGNTVLHALVMISDNSAENIALVTSMYDGLLQAGARLCPTVQLEDIRNLQDLTPLKL.... Result: 1 (interaction).